Dataset: Forward reaction prediction with 1.9M reactions from USPTO patents (1976-2016). Task: Predict the product of the given reaction. (1) Given the reactants [Si:1]([O:8][C@H:9]1[CH2:14][CH2:13][C@@:12]([C@H:16]2[CH2:24][CH2:23][C@@:22]3([CH3:25])[C@@H:18]([CH2:19][CH2:20][C:21]3=[CH2:26])[C@@H:17]2[CH2:27][NH2:28])([CH3:15])[C@@H:11]([CH2:29][O:30][Si:31]([C:34]([CH3:37])([CH3:36])[CH3:35])([CH3:33])[CH3:32])[CH2:10]1)([C:4]([CH3:7])([CH3:6])[CH3:5])([CH3:3])[CH3:2].[CH:38]1[C:43]([CH:44]=O)=[CH:42][C:41]2[O:46][CH2:47][O:48][C:40]=2[CH:39]=1.[BH4-].[Na+], predict the reaction product. The product is: [O:48]1[C:40]2[CH:39]=[CH:38][C:43]([CH2:44][NH:28][CH2:27][C@@H:17]3[C@@H:16]([C@@:12]4([CH3:15])[CH2:13][CH2:14][C@H:9]([O:8][Si:1]([C:4]([CH3:7])([CH3:6])[CH3:5])([CH3:3])[CH3:2])[CH2:10][C@@H:11]4[CH2:29][O:30][Si:31]([C:34]([CH3:37])([CH3:36])[CH3:35])([CH3:32])[CH3:33])[CH2:24][CH2:23][C@@:22]4([CH3:25])[C@H:18]3[CH2:19][CH2:20][C:21]4=[CH2:26])=[CH:42][C:41]=2[O:46][CH2:47]1. (2) Given the reactants [NH2:1][C:2]1[CH:10]=[CH:9][C:8]([F:11])=[CH:7][C:3]=1[C:4]([NH2:6])=O.[Cl:12][C:13]1[CH:21]=[CH:20][CH:19]=[CH:18][C:14]=1[C:15](Cl)=O.[NH:22]1[CH2:26][CH2:25][CH2:24][CH2:23]1, predict the reaction product. The product is: [Cl:12][C:13]1[CH:21]=[CH:20][CH:19]=[CH:18][C:14]=1[C:15]1[N:6]=[C:4]([N:22]2[CH2:26][CH2:25][CH2:24][CH2:23]2)[C:3]2[C:2](=[CH:10][CH:9]=[C:8]([F:11])[CH:7]=2)[N:1]=1. (3) The product is: [CH:1]1([CH2:10][O:11][C:13]2[N:14]=[C:15]([OH:23])[C:16]3[CH:22]=[CH:21][N:20]=[CH:19][C:17]=3[N:18]=2)[C:9]2[C:4](=[CH:5][CH:6]=[CH:7][CH:8]=2)[CH2:3][CH2:2]1. Given the reactants [CH:1]1([CH2:10][OH:11])[C:9]2[C:4](=[CH:5][CH:6]=[CH:7][CH:8]=2)[CH2:3][CH2:2]1.Cl[C:13]1[N:14]=[C:15]([OH:23])[C:16]2[CH:22]=[CH:21][N:20]=[CH:19][C:17]=2[N:18]=1, predict the reaction product. (4) Given the reactants [Cl-].[CH3:2][C:3]1[O:8][C:7](=[O:9])[C:6]2[CH:10]=[CH:11][C:12](/[CH:14]=[CH:15]/[CH:16]3[CH2:21][CH2:20][NH2+:19][CH2:18][CH2:17]3)=[CH:13][C:5]=2[N:4]=1.[N:22]1([C:27]2[CH:32]=[CH:31][C:30]([CH2:33][C:34](O)=[O:35])=[CH:29][CH:28]=2)[CH:26]=[N:25][N:24]=[N:23]1, predict the reaction product. The product is: [CH3:2][C:3]1[O:8][C:7](=[O:9])[C:6]2[CH:10]=[CH:11][C:12](/[CH:14]=[CH:15]/[CH:16]3[CH2:21][CH2:20][N:19]([C:34](=[O:35])[CH2:33][C:30]4[CH:29]=[CH:28][C:27]([N:22]5[CH:26]=[N:25][N:24]=[N:23]5)=[CH:32][CH:31]=4)[CH2:18][CH2:17]3)=[CH:13][C:5]=2[N:4]=1. (5) Given the reactants [CH:1]1([C:5]([C:7]2[CH:12]=[CH:11][C:10]([OH:13])=[CH:9][C:8]=2F)=O)[CH2:4][CH2:3][CH2:2]1.C([O-])(=O)C.[Na+].Cl.Cl.[CH2:22]([NH:29][NH2:30])[C:23]1[CH:28]=[CH:27][CH:26]=[CH:25][CH:24]=1, predict the reaction product. The product is: [CH2:22]([N:29]1[C:8]2[C:7](=[CH:12][CH:11]=[C:10]([OH:13])[CH:9]=2)[C:5]([CH:1]2[CH2:4][CH2:3][CH2:2]2)=[N:30]1)[C:23]1[CH:28]=[CH:27][CH:26]=[CH:25][CH:24]=1. (6) Given the reactants ClC1C(Cl)=CC=CC=1N1CCCN([CH2:16][CH2:17][CH2:18][O:19][C:20]2[CH:29]=[C:28]3[C:23]([CH:24]=[CH:25][C:26](=[O:30])[NH:27]3)=[CH:22][CH:21]=2)CC1.[Na+].[I-].Cl.[CH:34]([O:37][C:38]1[CH:43]=[CH:42][CH:41]=[CH:40][C:39]=1[N:44]1[CH2:50][CH2:49][CH2:48][NH:47][CH2:46][CH2:45]1)([CH3:36])[CH3:35].[C:51]([O-])([O-])=O.[K+].[K+], predict the reaction product. The product is: [CH:34]([O:37][C:38]1[CH:43]=[CH:42][CH:41]=[CH:40][C:39]=1[N:44]1[CH2:50][CH2:49][CH2:48][N:47]([CH2:51][CH2:16][CH2:17][CH2:18][O:19][C:20]2[CH:29]=[C:28]3[C:23]([CH:24]=[CH:25][C:26](=[O:30])[NH:27]3)=[CH:22][CH:21]=2)[CH2:46][CH2:45]1)([CH3:36])[CH3:35].